This data is from Full USPTO retrosynthesis dataset with 1.9M reactions from patents (1976-2016). The task is: Predict the reactants needed to synthesize the given product. (1) Given the product [F:1][C:2]1[CH:3]=[CH:4][C:5]([O:6][CH2:7][CH2:8][CH2:9][C:10]2[N:14]=[C:13]3[N:15]=[C:21]([CH:19]([CH3:20])[CH3:18])[CH:22]=[C:23]([CH:24]([CH3:26])[CH3:25])[N:12]3[N:11]=2)=[CH:16][CH:17]=1.[F:1][C:2]1[CH:3]=[CH:4][C:5]([O:6][CH2:7][CH2:8][CH2:9][C:10]2[N:14]=[C:13]([NH2:15])[NH:12][N:11]=2)=[CH:16][CH:17]=1, predict the reactants needed to synthesize it. The reactants are: [F:1][C:2]1[CH:17]=[CH:16][C:5]([O:6][CH2:7][CH2:8][CH2:9][C:10]2[N:14]=[C:13]([NH2:15])[NH:12][N:11]=2)=[CH:4][CH:3]=1.[CH3:18][CH:19]([C:21](=O)[CH2:22][C:23](=O)[CH:24]([CH3:26])[CH3:25])[CH3:20].ClC1C=CC(OCCCC2N=C(N)NN=2)=CC=1.FC1C=CC(O)=CC=1. (2) The reactants are: [CH2:1](Br)[C:2]1[CH:7]=[CH:6][CH:5]=[CH:4][CH:3]=1.[C:9]([O-:12])([O-])=O.[K+].[K+].[OH2:15]. Given the product [CH2:1]([O:15][C:3]1[CH:4]=[CH:5][C:9]([OH:12])=[C:7]([CH3:6])[C:2]=1[CH3:1])[C:2]1[CH:7]=[CH:6][CH:5]=[CH:4][CH:3]=1, predict the reactants needed to synthesize it. (3) Given the product [CH3:32][N:33]1[CH2:34][CH2:35][N:36]([C:39]2[CH:44]=[CH:43][C:42]([NH:45][CH:2]=[C:3]3[C:11]4[C:6](=[CH:7][C:8]([C:12]([C:14]5[CH:15]=[C:16]([NH:20][C:21]([C:23]6[CH:27]=[C:26]([CH2:28][CH3:29])[N:25]([CH3:30])[N:24]=6)=[O:22])[CH:17]=[CH:18][CH:19]=5)=[O:13])=[CH:9][CH:10]=4)[NH:5][C:4]3=[O:31])=[CH:41][CH:40]=2)[CH2:37][CH2:38]1, predict the reactants needed to synthesize it. The reactants are: O[CH:2]=[C:3]1[C:11]2[C:6](=[CH:7][C:8]([C:12]([C:14]3[CH:15]=[C:16]([NH:20][C:21]([C:23]4[CH:27]=[C:26]([CH2:28][CH3:29])[N:25]([CH3:30])[N:24]=4)=[O:22])[CH:17]=[CH:18][CH:19]=3)=[O:13])=[CH:9][CH:10]=2)[NH:5][C:4]1=[O:31].[CH3:32][N:33]1[CH2:38][CH2:37][N:36]([C:39]2[CH:44]=[CH:43][C:42]([NH2:45])=[CH:41][CH:40]=2)[CH2:35][CH2:34]1. (4) Given the product [C:17]([C:9]1[C:10]([C:13]([F:15])([F:16])[F:14])=[C:11]2[C:6](=[CH:7][CH:8]=1)[N:5]([CH:20]([CH3:25])[C:21]([O:23][CH3:24])=[O:22])[C:4]([CH2:1][CH2:2][CH3:3])=[CH:12]2)#[N:18], predict the reactants needed to synthesize it. The reactants are: [CH2:1]([C:4]1[NH:5][C:6]2[C:11]([CH:12]=1)=[C:10]([C:13]([F:16])([F:15])[F:14])[C:9]([C:17]#[N:18])=[CH:8][CH:7]=2)[CH2:2][CH3:3].Br[CH:20]([CH3:25])[C:21]([O:23][CH3:24])=[O:22]. (5) Given the product [NH2:23][C:20]1[CH:21]=[CH:22][C:17]([C:16]([NH:15][C:11]2[CH:12]=[CH:13][CH:14]=[C:9]([NH:8][C:6]3[CH:5]=[C:4]([CH3:27])[N:3]=[C:2]([NH2:1])[N:7]=3)[CH:10]=2)=[O:26])=[CH:18][CH:19]=1, predict the reactants needed to synthesize it. The reactants are: [NH2:1][C:2]1[N:7]=[C:6]([NH:8][C:9]2[CH:10]=[C:11]([NH:15][C:16](=[O:26])[C:17]3[CH:22]=[CH:21][C:20]([N+:23]([O-])=O)=[CH:19][CH:18]=3)[CH:12]=[CH:13][CH:14]=2)[CH:5]=[C:4]([CH3:27])[N:3]=1.CCO.Cl. (6) Given the product [Cl:15][C:16]1[CH:17]=[CH:18][C:19]([CH2:20][CH2:21][NH:22][C:23]([C:24]2[CH:25]=[CH:26][C:27]([O:1][C:2]3[CH:7]=[CH:6][C:5]([CH2:8][C:9]([O:11][CH3:12])=[O:10])=[CH:4][C:3]=3[O:13][CH3:14])=[CH:28][CH:29]=2)=[O:31])=[CH:32][CH:33]=1, predict the reactants needed to synthesize it. The reactants are: [OH:1][C:2]1[CH:7]=[CH:6][C:5]([CH2:8][C:9]([O:11][CH3:12])=[O:10])=[CH:4][C:3]=1[O:13][CH3:14].[Cl:15][C:16]1[CH:33]=[CH:32][C:19]([CH2:20][CH2:21][NH:22][C:23](=[O:31])[C:24]2[CH:29]=[CH:28][C:27](I)=[CH:26][CH:25]=2)=[CH:18][CH:17]=1.CC(C)(C(=O)CC(=O)C(C)(C)C)C.C([O-])([O-])=O.[Cs+].[Cs+]. (7) Given the product [C:50]([O:49][C:47]([NH:30][C@H:31]([C:44]([NH:1][C@H:2]([CH2:18][CH2:19][C:20]1[CH:21]=[CH:22][C:23]([C:26]([F:28])([F:29])[F:27])=[CH:24][CH:25]=1)[C:3]([NH:5][C:6]1[CH:7]=[CH:8][C:9]2[C:13]([CH3:15])([CH3:14])[O:12][B:11]([OH:16])[C:10]=2[CH:17]=1)=[O:4])=[O:45])[CH2:32][CH2:33][C:34]([O:35][CH2:36][C:37]1[CH:42]=[CH:41][CH:40]=[CH:39][CH:38]=1)=[O:43])=[O:48])([CH3:53])([CH3:52])[CH3:51], predict the reactants needed to synthesize it. The reactants are: [NH2:1][C@H:2]([CH2:18][CH2:19][C:20]1[CH:25]=[CH:24][C:23]([C:26]([F:29])([F:28])[F:27])=[CH:22][CH:21]=1)[C:3]([NH:5][C:6]1[CH:7]=[CH:8][C:9]2[C:13]([CH3:15])([CH3:14])[O:12][B:11]([OH:16])[C:10]=2[CH:17]=1)=[O:4].[NH:30]([C:47]([O:49][C:50]([CH3:53])([CH3:52])[CH3:51])=[O:48])[C@H:31]([C:44](O)=[O:45])[CH2:32][CH2:33][C:34](=[O:43])[O:35][CH2:36][C:37]1[CH:42]=[CH:41][CH:40]=[CH:39][CH:38]=1.CCN(C(C)C)C(C)C.CN(C(ON1N=NC2C=CC=NC1=2)=[N+](C)C)C.F[P-](F)(F)(F)(F)F.